Dataset: Full USPTO retrosynthesis dataset with 1.9M reactions from patents (1976-2016). Task: Predict the reactants needed to synthesize the given product. (1) Given the product [F:1][C:2]1[N:7]=[C:6]([N:8]2[CH2:13][CH2:12][N:11]([CH:15]([C:17]3[CH:22]=[CH:21][C:20]([C:23]([NH:26][C:27](=[O:29])[CH3:28])([CH3:25])[CH3:24])=[CH:19][CH:18]=3)[CH3:16])[CH2:10][CH2:9]2)[CH:5]=[CH:4][CH:3]=1, predict the reactants needed to synthesize it. The reactants are: [F:1][C:2]1[N:7]=[C:6]([N:8]2[CH2:13][CH2:12][NH:11][CH2:10][CH2:9]2)[CH:5]=[CH:4][CH:3]=1.Cl[CH:15]([C:17]1[CH:22]=[CH:21][C:20]([C:23]([NH:26][C:27](=[O:29])[CH3:28])([CH3:25])[CH3:24])=[CH:19][CH:18]=1)[CH3:16]. (2) Given the product [CH:15]([NH:1][C:2]1[CH:7]=[CH:6][CH:5]=[CH:4][C:3]=1[OH:8])([CH3:17])[CH3:16], predict the reactants needed to synthesize it. The reactants are: [NH2:1][C:2]1[CH:7]=[CH:6][CH:5]=[CH:4][C:3]=1[OH:8].CN(C)C=O.I[CH:15]([CH3:17])[CH3:16]. (3) Given the product [CH3:10][O:9][C:7](=[O:8])[C:6]1[CH:11]=[C:2]([O:1][CH2:24][CH2:23][CH2:22][CH2:21][CH2:20][CH2:19][N:16]=[N+:17]=[N-:18])[CH:3]=[C:4]([C:12]([O:14][CH3:15])=[O:13])[CH:5]=1, predict the reactants needed to synthesize it. The reactants are: [OH:1][C:2]1[CH:3]=[C:4]([C:12]([O:14][CH3:15])=[O:13])[CH:5]=[C:6]([CH:11]=1)[C:7]([O:9][CH3:10])=[O:8].[N:16]([CH2:19][CH2:20][CH2:21][CH2:22][CH2:23][CH2:24]OS(C1C=CC(C)=CC=1)(=O)=O)=[N+:17]=[N-:18].C([O-])([O-])=O.[K+].[K+].O. (4) Given the product [NH2:32][C:31]1[CH:30]=[C:29]([C:2]2[CH:11]=[CH:10][C:9]3[N:8]=[CH:7][C:6]4[N:12]([CH3:23])[C:13](=[O:22])[N:14]([C:15]5[C:16]([Cl:21])=[N:17][N:18]([CH3:20])[CH:19]=5)[C:5]=4[C:4]=3[CH:3]=2)[CH:28]=[N:27][C:26]=1[O:25][CH3:24], predict the reactants needed to synthesize it. The reactants are: Br[C:2]1[CH:11]=[CH:10][C:9]2[N:8]=[CH:7][C:6]3[N:12]([CH3:23])[C:13](=[O:22])[N:14]([C:15]4[C:16]([Cl:21])=[N:17][N:18]([CH3:20])[CH:19]=4)[C:5]=3[C:4]=2[CH:3]=1.[CH3:24][O:25][C:26]1[C:31]([NH2:32])=[CH:30][C:29](B2OC(C)(C)C(C)(C)O2)=[CH:28][N:27]=1. (5) Given the product [F:1][C:2]1[CH:21]=[CH:20][C:5]([CH2:6][CH2:7][C:8]2[CH:17]=[CH:16][C:15]([CH2:18][Br:23])=[CH:14][C:9]=2[C:10]([O:12][CH3:13])=[O:11])=[CH:4][CH:3]=1, predict the reactants needed to synthesize it. The reactants are: [F:1][C:2]1[CH:21]=[CH:20][C:5]([CH2:6][CH2:7][C:8]2[CH:17]=[CH:16][C:15]([CH2:18]O)=[CH:14][C:9]=2[C:10]([O:12][CH3:13])=[O:11])=[CH:4][CH:3]=1.C(Br)(Br)(Br)[Br:23].C1(P(C2C=CC=CC=2)C2C=CC=CC=2)C=CC=CC=1.